This data is from Full USPTO retrosynthesis dataset with 1.9M reactions from patents (1976-2016). The task is: Predict the reactants needed to synthesize the given product. (1) Given the product [F:21][C:19]([F:22])([F:20])[C:16]1[CH:17]=[CH:18][C:13]([O:12][C:11]2[CH:10]=[C:9]([CH:25]=[CH:24][CH:23]=2)[CH:8]=[C:5]2[CH2:6][CH2:7][N:2]([C:31]([NH:28][C:29]3[CH:30]=[CH:37][CH:36]=[CH:35][C:34]=3[F:33])=[O:43])[CH2:3][CH2:4]2)=[N:14][CH:15]=1, predict the reactants needed to synthesize it. The reactants are: Cl.[NH:2]1[CH2:7][CH2:6][C:5](=[CH:8][C:9]2[CH:10]=[C:11]([CH:23]=[CH:24][CH:25]=2)[O:12][C:13]2[CH:18]=[CH:17][C:16]([C:19]([F:22])([F:21])[F:20])=[CH:15][N:14]=2)[CH2:4][CH2:3]1.C([N:28]([CH2:31]C)[CH2:29][CH3:30])C.[F:33][C:34]1C=C[C:37](N=C=O)=[CH:36][CH:35]=1.[OH2:43]. (2) Given the product [Br:58][C:55]1[CH:56]=[CH:57][C:52]([NH:51][C:35](=[O:36])[CH:34]([C:38]2[CH:39]=[CH:40][C:41]([S:44]([C:47]([F:49])([F:50])[F:48])(=[O:46])=[O:45])=[CH:42][CH:43]=2)[CH2:33][CH:28]2[CH2:29][CH2:30][CH2:31][CH2:32]2)=[N:53][CH:54]=1, predict the reactants needed to synthesize it. The reactants are: C1(P(C2C=CC=CC=2)C2C=CC=CC=2)C=CC=CC=1.BrN1C(=O)CCC1=O.[CH:28]1([CH2:33][CH:34]([C:38]2[CH:43]=[CH:42][C:41]([S:44]([C:47]([F:50])([F:49])[F:48])(=[O:46])=[O:45])=[CH:40][CH:39]=2)[C:35](O)=[O:36])[CH2:32][CH2:31][CH2:30][CH2:29]1.[NH2:51][C:52]1[CH:57]=[CH:56][C:55]([Br:58])=[CH:54][N:53]=1. (3) Given the product [F:1][C:2]1[CH:3]=[CH:4][C:5]2[O:10][CH2:9][CH:8]3[C:11]([CH2:26][CH2:27][CH2:28][OH:29])([C:20]4[CH:25]=[CH:24][CH:23]=[CH:22][CH:21]=4)[C:12]([C:14](=[O:15])[CH3:31])=[N:13][N:7]3[C:6]=2[CH:30]=1, predict the reactants needed to synthesize it. The reactants are: [F:1][C:2]1[CH:3]=[CH:4][C:5]2[O:10][CH2:9][CH:8]3[C:11]([CH2:26][CH2:27][CH2:28][OH:29])([C:20]4[CH:25]=[CH:24][CH:23]=[CH:22][CH:21]=4)[C:12]([C:14](N(OC)C)=[O:15])=[N:13][N:7]3[C:6]=2[CH:30]=1.[CH3:31][Li].